Dataset: Full USPTO retrosynthesis dataset with 1.9M reactions from patents (1976-2016). Task: Predict the reactants needed to synthesize the given product. (1) Given the product [O:67]=[C:62]1[CH:63]=[CH:64][CH:65]=[CH:66][N:61]1[C:58]1[CH:59]=[CH:60][C:55]([N:53]2[CH:54]=[C:50]([CH2:49][NH:48][C:10]([C:6]3[CH:5]=[C:4]4[C:9](=[CH:8][CH:7]=3)[NH:1][CH:2]=[CH:3]4)=[O:12])[N:51]=[CH:52]2)=[CH:56][CH:57]=1, predict the reactants needed to synthesize it. The reactants are: [NH:1]1[C:9]2[C:4](=[CH:5][C:6]([C:10]([OH:12])=O)=[CH:7][CH:8]=2)[CH:3]=[CH:2]1.C(N(CC)CC)C.F[P-](F)(F)(F)(F)F.N1(O[P+](N(C)C)(N(C)C)N(C)C)C2C=CC=CC=2N=N1.Cl.[NH2:48][CH2:49][C:50]1[N:51]=[CH:52][N:53]([C:55]2[CH:60]=[CH:59][C:58]([N:61]3[CH:66]=[CH:65][CH:64]=[CH:63][C:62]3=[O:67])=[CH:57][CH:56]=2)[CH:54]=1. (2) Given the product [CH:20]1([C:23]2[CH:24]=[C:25]([CH3:35])[C:26]([N:29]3[CH2:30][CH2:31][N:32]([C:14]([C:13]4[CH:17]=[CH:18][C:10]([C:7]5([N:3]6[CH2:4][CH2:5][CH2:6][S:2]6(=[O:19])=[O:1])[CH2:9][CH2:8]5)=[CH:11][CH:12]=4)=[O:15])[CH2:33][CH2:34]3)=[N:27][CH:28]=2)[CH2:22][CH2:21]1, predict the reactants needed to synthesize it. The reactants are: [O:1]=[S:2]1(=[O:19])[CH2:6][CH2:5][CH2:4][N:3]1[C:7]1([C:10]2[CH:18]=[CH:17][C:13]([C:14](O)=[O:15])=[CH:12][CH:11]=2)[CH2:9][CH2:8]1.[CH:20]1([C:23]2[CH:24]=[C:25]([CH3:35])[C:26]([N:29]3[CH2:34][CH2:33][NH:32][CH2:31][CH2:30]3)=[N:27][CH:28]=2)[CH2:22][CH2:21]1.